This data is from Catalyst prediction with 721,799 reactions and 888 catalyst types from USPTO. The task is: Predict which catalyst facilitates the given reaction. (1) Reactant: C1CCC(N=C=NC2CCCCC2)CC1.Cl.C([O:21][C:22](=[O:34])[C@H:23]([CH2:25][CH2:26][C:27]([O:29]C(C)(C)C)=[O:28])[NH2:24])(C)(C)C.[N:35]([CH2:38][C:39](O)=[O:40])=[N+:36]=[N-:37].C1C=NC2N(O)N=NC=2C=1.CCN(C(C)C)C(C)C. Product: [N:35]([CH2:38][C:39]([NH:24][CH:23]([CH2:25][CH2:26][C:27]([OH:29])=[O:28])[C:22]([OH:21])=[O:34])=[O:40])=[N+:36]=[N-:37]. The catalyst class is: 2. (2) Reactant: [CH2:1]([N:8]1[CH2:13][CH2:12][O:11][CH:10]([C:14]([C:24]2[CH:29]=[CH:28][CH:27]=[CH:26][CH:25]=2)([OH:23])[CH2:15][C:16]2[CH:21]=[CH:20][CH:19]=[CH:18][C:17]=2Br)[CH2:9]1)[C:2]1[CH:7]=[CH:6][CH:5]=[CH:4][CH:3]=1.[C:30]1(B(O)O)[CH:35]=[CH:34][CH:33]=[CH:32][CH:31]=1.C([O-])([O-])=O.[K+].[K+]. Product: [CH2:1]([N:8]1[CH2:13][CH2:12][O:11][CH:10]([C:14]([C:24]2[CH:29]=[CH:28][CH:27]=[CH:26][CH:25]=2)([OH:23])[CH2:15][C:16]2[CH:21]=[CH:20][CH:19]=[CH:18][C:17]=2[C:30]2[CH:35]=[CH:34][CH:33]=[CH:32][CH:31]=2)[CH2:9]1)[C:2]1[CH:7]=[CH:6][CH:5]=[CH:4][CH:3]=1. The catalyst class is: 40. (3) Reactant: [N:1]1([C:5]([C:7]2[O:11][C:10]([S:12]([NH:15][C:16]3[CH:21]=[C:20]([O:22][C@H:23]([CH3:45])[CH2:24][O:25]C(C4C=CC=CC=4)(C4C=CC=CC=4)C4C=CC=CC=4)[N:19]=[C:18]([S:46][CH2:47][C:48]4[CH:53]=[CH:52][CH:51]=[C:50]([F:54])[C:49]=4[F:55])[N:17]=3)(=[O:14])=[O:13])=[CH:9][CH:8]=2)=[O:6])[CH2:4][CH2:3][CH2:2]1.O.C1(C)C=CC(S(O)(=O)=O)=CC=1.C1(OC)C=CC=CC=1.O. Product: [N:1]1([C:5]([C:7]2[O:11][C:10]([S:12]([NH:15][C:16]3[CH:21]=[C:20]([O:22][C@H:23]([CH3:45])[CH2:24][OH:25])[N:19]=[C:18]([S:46][CH2:47][C:48]4[CH:53]=[CH:52][CH:51]=[C:50]([F:54])[C:49]=4[F:55])[N:17]=3)(=[O:14])=[O:13])=[CH:9][CH:8]=2)=[O:6])[CH2:2][CH2:3][CH2:4]1. The catalyst class is: 5. (4) Reactant: [CH3:1][N:2]1[CH2:7][CH2:6][NH:5][CH2:4][CH2:3]1.[Cl:8][C:9]1[CH:10]=[C:11]([C:17]2[CH:21]=[CH:20][N:19]([CH2:22][C@@H:23]([NH:25][C:26]([C:28]3[NH:32][N:31]=[C:30]([C:33]([OH:35])=O)[CH:29]=3)=[O:27])[CH3:24])[N:18]=2)[CH:12]=[CH:13][C:14]=1[C:15]#[N:16].C1C=CC2N(O)N=NC=2C=1.CCN(C(C)C)C(C)C.CCN=C=NCCCN(C)C. Product: [Cl:8][C:9]1[CH:10]=[C:11]([C:17]2[CH:21]=[CH:20][N:19]([CH2:22][C@@H:23]([NH:25][C:26]([C:28]3[NH:32][N:31]=[C:30]([C:33]([N:5]4[CH2:6][CH2:7][N:2]([CH3:1])[CH2:3][CH2:4]4)=[O:35])[CH:29]=3)=[O:27])[CH3:24])[N:18]=2)[CH:12]=[CH:13][C:14]=1[C:15]#[N:16]. The catalyst class is: 34. (5) Reactant: C(N(CC)CC)C.[Cl:8][C:9]1[C:14]([N+:15]([O-:17])=[O:16])=[C:13](Cl)[CH:12]=[C:11]([CH3:19])[N:10]=1.OC1C([N+]([O-])=O)=C(O)C=C(C)N=1.OC1C([N+]([O-])=O)=C(O)C(C)=C(C)N=1.Cl.[CH2:46]([O:53][CH2:54][CH2:55][NH2:56])[C:47]1[CH:52]=[CH:51][CH:50]=[CH:49][CH:48]=1. Product: [CH2:46]([O:53][CH2:54][CH2:55][NH:56][C:13]1[CH:12]=[C:11]([CH3:19])[N:10]=[C:9]([Cl:8])[C:14]=1[N+:15]([O-:17])=[O:16])[C:47]1[CH:52]=[CH:51][CH:50]=[CH:49][CH:48]=1. The catalyst class is: 9. (6) Reactant: Cl[C:2]1[C:11]([C:12]#[N:13])=[CH:10][C:9]2[C:8](=[O:14])[CH2:7][CH2:6][CH2:5][C:4]=2[N:3]=1.[CH:15]1([NH2:21])[CH2:20][CH2:19][CH2:18][CH2:17][CH2:16]1.C(N(CC)CC)C.O. Product: [CH:15]1([NH:21][C:2]2[C:11]([C:12]#[N:13])=[CH:10][C:9]3[C:8](=[O:14])[CH2:7][CH2:6][CH2:5][C:4]=3[N:3]=2)[CH2:20][CH2:19][CH2:18][CH2:17][CH2:16]1. The catalyst class is: 8. (7) The catalyst class is: 46. Product: [OH:5][CH2:4][C:3]([C:12]1[CH:17]=[CH:16][CH:15]=[CH:14][CH:13]=1)([C:6]1[CH:11]=[CH:10][CH:9]=[CH:8][CH:7]=1)[CH2:2][NH:1][C:26](=[O:27])[O:28][CH2:29][C:30]1[CH:35]=[CH:34][CH:33]=[CH:32][CH:31]=1. Reactant: [NH2:1][CH2:2][C:3]([C:12]1[CH:17]=[CH:16][CH:15]=[CH:14][CH:13]=1)([C:6]1[CH:11]=[CH:10][CH:9]=[CH:8][CH:7]=1)[CH2:4][OH:5].C(N(CC)CC)C.Cl[C:26]([O:28][CH2:29][C:30]1[CH:35]=[CH:34][CH:33]=[CH:32][CH:31]=1)=[O:27]. (8) Reactant: [Cl:1][C:2]1[CH:3]=[C:4]2[C:8](=[CH:9][CH:10]=1)[NH:7][C:6]([C:11]([OH:13])=O)=[CH:5]2.O.ON1C2C=CC=CC=2N=N1.Cl.CN(C)CCCN=C=NCC.[C:37]([O:41][C:42]([NH:44][C@@H:45]1[CH2:50][CH2:49][CH2:48][CH2:47][C@H:46]1[NH2:51])=[O:43])([CH3:40])([CH3:39])[CH3:38]. Product: [C:37]([O:41][C:42]([NH:44][C@@H:45]1[CH2:50][CH2:49][CH2:48][CH2:47][C@H:46]1[NH:51][C:11]([C:6]1[NH:7][C:8]2[C:4]([CH:5]=1)=[CH:3][C:2]([Cl:1])=[CH:10][CH:9]=2)=[O:13])=[O:43])([CH3:40])([CH3:38])[CH3:39]. The catalyst class is: 9.